Predict the product of the given reaction. From a dataset of Forward reaction prediction with 1.9M reactions from USPTO patents (1976-2016). (1) Given the reactants [NH:1]1[C:9]2[C:4](=[CH:5][C:6]([CH:10]([C:15]3[CH:20]=[CH:19][CH:18]=[CH:17][CH:16]=3)[CH2:11][CH2:12][NH:13][CH3:14])=[CH:7][CH:8]=2)[CH:3]=[CH:2]1.[ClH:21], predict the reaction product. The product is: [ClH:21].[NH:1]1[C:9]2[C:4](=[CH:5][C:6]([CH:10]([C:15]3[CH:16]=[CH:17][CH:18]=[CH:19][CH:20]=3)[CH2:11][CH2:12][NH:13][CH3:14])=[CH:7][CH:8]=2)[CH:3]=[CH:2]1. (2) Given the reactants [CH2:1]([C:8]1[CH:13]=[CH:12][C:11]([NH:14][C:15]2[N:23]=[CH:22][C:21]([F:24])=[CH:20][C:16]=2[C:17]([OH:19])=O)=[CH:10][CH:9]=1)[C:2]1[CH:7]=[CH:6][CH:5]=[CH:4][CH:3]=1.[NH2:25][CH:26]1[CH2:31][CH2:30][CH:29]([NH:32][C:33]([C:35]2[N:36]=[C:37]3[CH:42]=[CH:41][C:40]([F:43])=[CH:39][N:38]3[CH:44]=2)=[O:34])[CH2:28][CH2:27]1, predict the reaction product. The product is: [CH2:1]([C:8]1[CH:9]=[CH:10][C:11]([NH:14][C:15]2[C:16]([C:17]([NH:25][C@@H:26]3[CH2:31][CH2:30][C@H:29]([NH:32][C:33]([C:35]4[N:36]=[C:37]5[CH:42]=[CH:41][C:40]([F:43])=[CH:39][N:38]5[CH:44]=4)=[O:34])[CH2:28][CH2:27]3)=[O:19])=[CH:20][C:21]([F:24])=[CH:22][N:23]=2)=[CH:12][CH:13]=1)[C:2]1[CH:3]=[CH:4][CH:5]=[CH:6][CH:7]=1.